This data is from Reaction yield outcomes from USPTO patents with 853,638 reactions. The task is: Predict the reaction yield, written as a fraction of the theoretical maximum amount of product (1.0 means a 100% yield; for example, 0.34 means a 34% yield). The reactants are [CH3:1][N:2]1[CH2:7][CH2:6][N:5]([C:8]2[N:13]3[CH:14]=[C:15]([CH2:17][NH:18][C@@H:19]4[C:28]5[N:27]=[CH:26][CH:25]=[CH:24][C:23]=5[CH2:22][CH2:21][CH2:20]4)[N:16]=[C:12]3[CH:11]=[CH:10][CH:9]=2)[CH2:4][CH2:3]1.C=O.[C:31](O)(=O)C.C(O[BH-](OC(=O)C)OC(=O)C)(=O)C.[Na+]. The catalyst is ClC(Cl)C.ClCCl. The product is [CH3:31][N:18]([CH2:17][C:15]1[N:16]=[C:12]2[CH:11]=[CH:10][CH:9]=[C:8]([N:5]3[CH2:6][CH2:7][N:2]([CH3:1])[CH2:3][CH2:4]3)[N:13]2[CH:14]=1)[C@@H:19]1[C:28]2[N:27]=[CH:26][CH:25]=[CH:24][C:23]=2[CH2:22][CH2:21][CH2:20]1. The yield is 0.640.